Dataset: CYP2C19 inhibition data for predicting drug metabolism from PubChem BioAssay. Task: Regression/Classification. Given a drug SMILES string, predict its absorption, distribution, metabolism, or excretion properties. Task type varies by dataset: regression for continuous measurements (e.g., permeability, clearance, half-life) or binary classification for categorical outcomes (e.g., BBB penetration, CYP inhibition). Dataset: cyp2c19_veith. The molecule is COC(=O)C1(O)CC(C(C)C)=NN1C(=O)c1ccc(Cl)cc1. The result is 1 (inhibitor).